Dataset: Forward reaction prediction with 1.9M reactions from USPTO patents (1976-2016). Task: Predict the product of the given reaction. (1) Given the reactants [F:1][C:2]1[CH:3]=[C:4]([OH:13])[CH:5]=[C:6]2[C:11]=1[NH:10][C:9](=[O:12])[CH2:8][CH2:7]2.[C:14](Cl)(=[O:16])[CH3:15].C(Cl)[Cl:19], predict the reaction product. The product is: [C:14]([O:13][C:4]1[CH:5]=[C:6]2[C:11](=[C:2]([F:1])[CH:3]=1)[N:10]=[C:9]([Cl:19])[CH:8]=[CH:7]2)(=[O:16])[CH3:15].[C:14]([O:13][C:4]1[CH:5]=[C:6]2[C:11](=[C:2]([F:1])[CH:3]=1)[NH:10][C:9](=[O:12])[CH2:8][CH2:7]2)(=[O:16])[CH3:15]. (2) Given the reactants [CH3:1][O:2][CH2:3][O:4][C:5]1[CH:10]=[CH:9][CH:8]=[C:7]([O:11][CH2:12][O:13][CH3:14])[C:6]=1B(O)O.[CH2:18]([O:20][C:21](=[O:49])[C@H:22]([CH2:34][C:35]1[CH:40]=[CH:39][C:38](OS(C(F)(F)F)(=O)=O)=[CH:37][CH:36]=1)[NH:23][C:24](=[O:33])[C:25]1[C:30]([Cl:31])=[CH:29][CH:28]=[CH:27][C:26]=1[Cl:32])[CH3:19], predict the reaction product. The product is: [CH2:18]([O:20][C:21](=[O:49])[C@H:22]([CH2:34][C:35]1[CH:40]=[CH:39][C:38]([C:6]2[C:5]([O:4][CH2:3][O:2][CH3:1])=[CH:10][CH:9]=[CH:8][C:7]=2[O:11][CH2:12][O:13][CH3:14])=[CH:37][CH:36]=1)[NH:23][C:24](=[O:33])[C:25]1[C:26]([Cl:32])=[CH:27][CH:28]=[CH:29][C:30]=1[Cl:31])[CH3:19]. (3) Given the reactants [F:1][C:2]1[C:7]([O:8][CH3:9])=[CH:6][C:5]([O:10][CH3:11])=[C:4]([F:12])[C:3]=1[N:13]1[CH2:18][C:17]2[CH:19]=[N:20][C:21]3[N:25](S(C4C=CC=CC=4)(=O)=O)[C:24]([CH2:35][N:36]4[CH2:41][CH2:40][N:39]([CH2:42][CH3:43])[CH2:38][CH2:37]4)=[CH:23][C:22]=3[C:16]=2[N:15]([CH3:44])[C:14]1=[O:45].CC(C)([O-])C.[K+], predict the reaction product. The product is: [F:1][C:2]1[C:7]([O:8][CH3:9])=[CH:6][C:5]([O:10][CH3:11])=[C:4]([F:12])[C:3]=1[N:13]1[CH2:18][C:17]2[CH:19]=[N:20][C:21]3[NH:25][C:24]([CH2:35][N:36]4[CH2:37][CH2:38][N:39]([CH2:42][CH3:43])[CH2:40][CH2:41]4)=[CH:23][C:22]=3[C:16]=2[N:15]([CH3:44])[C:14]1=[O:45]. (4) Given the reactants C[Si]([N-][Si](C)(C)C)(C)C.[Li+].[C:11]1([CH:17]([CH3:21])[C:18]([OH:20])=[O:19])[CH:16]=[CH:15][CH:14]=[CH:13][CH:12]=1.Br[CH2:23][CH2:24][C:25]([CH3:28])([CH3:27])[CH3:26], predict the reaction product. The product is: [CH3:21][C:17]([C:11]1[CH:16]=[CH:15][CH:14]=[CH:13][CH:12]=1)([CH2:23][CH2:24][C:25]([CH3:28])([CH3:27])[CH3:26])[C:18]([OH:20])=[O:19]. (5) The product is: [CH2:25]([O:24][C:22](=[O:23])[NH:1][C:2]1[CH:10]=[C:9]2[C:5]([C:6]([C:19]#[N:20])=[CH:7][N:8]2[C:11]2[CH:12]=[CH:13][C:14]([O:17][CH3:18])=[CH:15][CH:16]=2)=[CH:4][CH:3]=1)[CH2:26][CH3:27]. Given the reactants [NH2:1][C:2]1[CH:10]=[C:9]2[C:5]([C:6]([C:19]#[N:20])=[CH:7][N:8]2[C:11]2[CH:16]=[CH:15][C:14]([O:17][CH3:18])=[CH:13][CH:12]=2)=[CH:4][CH:3]=1.Cl[C:22]([O:24][CH2:25][CH2:26][CH3:27])=[O:23].C(N(CC)CC)C, predict the reaction product. (6) Given the reactants [CH3:1][N:2]1[CH2:7][CH2:6][N:5]([C:8]2[CH:14]=[CH:13][C:11]([NH2:12])=[CH:10][CH:9]=2)[CH2:4][CH2:3]1.[CH2:15]([N:18]1[C:26](=[O:27])[C:25]2[C:20](=[N:21][C:22](SC)=[N:23][CH:24]=2)[N:19]1[C:30]1[N:35]=[C:34]([N:36]2[CH:41]=[C:40]([F:42])[CH:39]=[CH:38][C:37]2=[O:43])[CH:33]=[CH:32][CH:31]=1)[CH:16]=[CH2:17], predict the reaction product. The product is: [CH2:15]([N:18]1[C:26](=[O:27])[C:25]2[C:20](=[N:21][C:22]([NH:12][C:11]3[CH:13]=[CH:14][C:8]([N:5]4[CH2:4][CH2:3][N:2]([CH3:1])[CH2:7][CH2:6]4)=[CH:9][CH:10]=3)=[N:23][CH:24]=2)[N:19]1[C:30]1[N:35]=[C:34]([N:36]2[CH:41]=[C:40]([F:42])[CH:39]=[CH:38][C:37]2=[O:43])[CH:33]=[CH:32][CH:31]=1)[CH:16]=[CH2:17]. (7) Given the reactants [Br:1][C:2]1[S:3][CH:4]=[C:5]([C:7]([OH:9])=O)[N:6]=1.[NH2:10][C@@H:11]([CH3:27])[CH2:12][N:13]1[CH:17]=[CH:16][C:15]([C:18]2[CH:25]=[CH:24][C:21]([C:22]#[N:23])=[C:20]([Cl:26])[CH:19]=2)=[N:14]1, predict the reaction product. The product is: [Br:1][C:2]1[S:3][CH:4]=[C:5]([C:7]([NH:10][C@@H:11]([CH3:27])[CH2:12][N:13]2[CH:17]=[CH:16][C:15]([C:18]3[CH:25]=[CH:24][C:21]([C:22]#[N:23])=[C:20]([Cl:26])[CH:19]=3)=[N:14]2)=[O:9])[N:6]=1. (8) Given the reactants Br[C:2]1[CH:7]=[C:6]([F:8])[C:5]([O:9][CH3:10])=[C:4]([Cl:11])[C:3]=1[CH3:12].C(=O)=O.CC(C)=O.[Li]CCCC.C(O[B:29]1[O:33][C:32]([CH3:35])([CH3:34])[C:31]([CH3:37])([CH3:36])[O:30]1)(C)C, predict the reaction product. The product is: [Cl:11][C:4]1[C:3]([CH3:12])=[C:2]([B:29]2[O:33][C:32]([CH3:35])([CH3:34])[C:31]([CH3:37])([CH3:36])[O:30]2)[CH:7]=[C:6]([F:8])[C:5]=1[O:9][CH3:10]. (9) Given the reactants [OH:1][CH:2]([C:23]1[CH:28]=[CH:27][C:26]([O:29][CH2:30][CH2:31]N2CCCCC2)=[CH:25][CH:24]=1)[C:3]1[C:12]([C:13]2[CH:18]=[C:17]([F:19])[CH:16]=[C:15]([F:20])[C:14]=2F)=[CH:11][CH:10]=[C:9]2[C:4]=1[CH:5]=[CH:6][C:7]([OH:22])=[CH:8]2.C[C:39]([O-])([CH3:41])[CH3:40].[K+].[Cl-].[NH4+:45].[CH2:46]1COC[CH2:47]1, predict the reaction product. The product is: [F:20][C:15]1[CH:16]=[C:17]([F:19])[CH:18]=[C:13]2[C:14]=1[O:1][CH:2]([C:23]1[CH:24]=[CH:25][C:26]([O:29][CH2:30][CH2:31][N:45]3[CH2:41][CH2:39][CH2:40][CH2:47][CH2:46]3)=[CH:27][CH:28]=1)[C:3]1[C:12]2=[CH:11][CH:10]=[C:9]2[C:4]=1[CH:5]=[CH:6][C:7]([OH:22])=[CH:8]2.